Predict the product of the given reaction. From a dataset of Forward reaction prediction with 1.9M reactions from USPTO patents (1976-2016). (1) Given the reactants CO[CH:3](OC)[CH2:4][NH:5][C:6]1[CH:12]([NH:13][C:14](=[O:23])[O:15][CH2:16][C:17]2[CH:22]=[CH:21][CH:20]=[CH:19][CH:18]=2)[CH2:11][CH2:10][C:9]2[CH:24]=[CH:25][CH:26]=[CH:27][C:8]=2[N:7]=1.C(O)=O, predict the reaction product. The product is: [CH:3]1[N:7]2[C:8]3[CH:27]=[CH:26][CH:25]=[CH:24][C:9]=3[CH2:10][CH2:11][C@@H:12]([NH:13][C:14](=[O:23])[O:15][CH2:16][C:17]3[CH:22]=[CH:21][CH:20]=[CH:19][CH:18]=3)[C:6]2=[N:5][CH:4]=1. (2) Given the reactants [Li].[C:18]([C:15]1C=C[C:12]([C:12]2[CH:17]=[CH:16][C:15]([C:18]([CH3:21])(C)C)=CC=2)=[CH:17][CH:16]=1)(C)(C)[CH3:21].[Cl:22][C:23]1([CH3:28])[CH2:27][CH2:26][CH2:25][CH2:24]1.C1C[O:32]CC1, predict the reaction product. The product is: [Cl:22][C:23]1([CH3:28])[CH2:27][CH2:26][CH2:25][CH2:24]1.[CH3:12][C:17]1([OH:32])[CH2:16][CH2:15][CH2:18][CH2:21]1.[ClH:22]. (3) Given the reactants [CH3:1][S:2]([C:5]1[C:14]([CH:15]=[O:16])=[CH:13][C:12]2[C:7](=[CH:8][CH:9]=[C:10]([CH3:17])[CH:11]=2)[N:6]=1)(=[O:4])=[O:3].[BH4-].[Na+], predict the reaction product. The product is: [CH3:1][S:2]([C:5]1[C:14]([CH2:15][OH:16])=[CH:13][C:12]2[C:7](=[CH:8][CH:9]=[C:10]([CH3:17])[CH:11]=2)[N:6]=1)(=[O:4])=[O:3]. (4) Given the reactants [CH:1]([O:4][CH2:5][CH:6]1[O:8][CH2:7]1)([CH3:3])[CH3:2].[CH3:9][C:10]([NH2:21])([CH3:20])[CH2:11][C:12]1[CH:17]=[CH:16][C:15]([O:18][CH3:19])=[CH:14][CH:13]=1, predict the reaction product. The product is: [OH:8][CH:6]([CH2:5][O:4][CH:1]([CH3:2])[CH3:3])[CH2:7][NH:21][C:10]([CH3:20])([CH3:9])[CH2:11][C:12]1[CH:17]=[CH:16][C:15]([O:18][CH3:19])=[CH:14][CH:13]=1. (5) Given the reactants C1(C(C2C=CC=CC=2)[N:8]2[CH2:11][CH:10]([NH:12][S:13]([CH3:16])(=[O:15])=[O:14])[CH2:9]2)C=CC=CC=1.Cl.O1CCOCC1.[H][H], predict the reaction product. The product is: [NH:8]1[CH2:11][CH:10]([NH:12][S:13]([CH3:16])(=[O:15])=[O:14])[CH2:9]1.